This data is from Reaction yield outcomes from USPTO patents with 853,638 reactions. The task is: Predict the reaction yield, written as a fraction of the theoretical maximum amount of product (1.0 means a 100% yield; for example, 0.34 means a 34% yield). (1) The reactants are C(C1OC(CC(C)(C)C)OC(CC(C)(C)C)O1)C(C)(C)C.Cl.[CH3:23][C:24]([CH3:29])([CH3:28])[CH2:25][CH:26]=O.C(=O)(O)[O-].[Na+].[CH3:35][O:36][C:37]([C@@H:39]([NH:47][C:48]([C@@H:50]([NH2:55])[CH2:51][C:52]([OH:54])=[O:53])=[O:49])[CH2:40][C:41]1[CH:42]=[CH:43][CH:44]=[CH:45][CH:46]=1)=[O:38]. The catalyst is C1(C)C=CC=CC=1.CO.[Pd].C1C=CC=CC=1. The product is [CH3:23][C:24]([CH2:25][CH2:26][NH:55][C@H:50]([C:48]([NH:47][C@H:39]([C:37]([O:36][CH3:35])=[O:38])[CH2:40][C:41]1[CH:42]=[CH:43][CH:44]=[CH:45][CH:46]=1)=[O:49])[CH2:51][C:52]([OH:54])=[O:53])([CH3:29])[CH3:28]. The yield is 0.570. (2) The reactants are [CH2:1]([O:8][C:9]1[C:25]([O:26][CH3:27])=[CH:24][C:12]([C:13]([N:15]2[CH2:19][CH2:18][CH2:17][C@H:16]2[C:20](OC)=[O:21])=[O:14])=[C:11]([N+:28]([O-:30])=[O:29])[CH:10]=1)[C:2]1[CH:7]=[CH:6][CH:5]=[CH:4][CH:3]=1.CC(C[AlH]CC(C)C)C. The catalyst is C(Cl)Cl.C1(C)C=CC=CC=1. The product is [CH2:1]([O:8][C:9]1[C:25]([O:26][CH3:27])=[CH:24][C:12]([C:13]([N:15]2[CH2:19][CH2:18][CH2:17][C@H:16]2[CH:20]=[O:21])=[O:14])=[C:11]([N+:28]([O-:30])=[O:29])[CH:10]=1)[C:2]1[CH:3]=[CH:4][CH:5]=[CH:6][CH:7]=1. The yield is 0.760. (3) The reactants are [NH2:1][C:2]1[N:6]([CH3:7])[C:5]([SH:8])=[N:4][C:3]=1[C:9]([NH2:11])=[O:10].[Br:12][C:13]1[CH:18]=[C:17]2[O:19][CH2:20][O:21][C:16]2=[CH:15][C:14]=1Br.CC([O-])(C)C.[K+].O(C1C=CC=CC=1P(C1C=CC=CC=1)C1C=CC=CC=1)C1C=CC=CC=1P(C1C=CC=CC=1)C1C=CC=CC=1. The catalyst is CN(C=O)C.C1C=CC(/C=C/C(/C=C/C2C=CC=CC=2)=O)=CC=1.C1C=CC(/C=C/C(/C=C/C2C=CC=CC=2)=O)=CC=1.C1C=CC(/C=C/C(/C=C/C2C=CC=CC=2)=O)=CC=1.[Pd].[Pd]. The product is [NH2:1][C:2]1[N:6]([CH3:7])[C:5]([S:8][C:14]2[C:13]([Br:12])=[CH:18][C:17]3[O:19][CH2:20][O:21][C:16]=3[CH:15]=2)=[N:4][C:3]=1[C:9]([NH2:11])=[O:10]. The yield is 0.610.